Dataset: Full USPTO retrosynthesis dataset with 1.9M reactions from patents (1976-2016). Task: Predict the reactants needed to synthesize the given product. (1) Given the product [CH3:1][O:2][C:3]([C@@H:4]1[O:21][C:23](=[O:25])[N:6]([C:7]2[CH:8]=[C:9]3[C:13](=[CH:14][CH:15]=2)[N:12]([C:16]([CH3:19])([CH3:17])[CH3:18])[C:11](=[O:20])[CH2:10]3)[CH2:5]1)=[O:22], predict the reactants needed to synthesize it. The reactants are: [CH3:1][O:2][C:3](=[O:22])[C@H:4]([OH:21])[CH2:5][NH:6][C:7]1[CH:8]=[C:9]2[C:13](=[CH:14][CH:15]=1)[N:12]([C:16]([CH3:19])([CH3:18])[CH3:17])[C:11](=[O:20])[CH2:10]2.[C:23](OCC)(=[O:25])C. (2) The reactants are: [CH2:1]([C:3]1[N:7]([CH3:8])[C:6]2[CH:9]=[C:10]([N:13]3[CH:18]=[CH:17][C:16]([OH:19])=[CH:15][C:14]3=[O:20])[CH:11]=[CH:12][C:5]=2[N:4]=1)[CH3:2].[Cl:21][C:22]1[S:26][C:25]([CH2:27]O)=[CH:24][CH:23]=1.C(P(CCCC)CCCC)CCC.N(C(N1CCCCC1)=O)=NC(N1CCCCC1)=O. Given the product [Cl:21][C:22]1[S:26][C:25]([CH2:27][O:19][C:16]2[CH:17]=[CH:18][N:13]([C:10]3[CH:11]=[CH:12][C:5]4[N:4]=[C:3]([CH2:1][CH3:2])[N:7]([CH3:8])[C:6]=4[CH:9]=3)[C:14](=[O:20])[CH:15]=2)=[CH:24][CH:23]=1, predict the reactants needed to synthesize it. (3) Given the product [N:1]1([CH2:6][CH2:7][O:8][C:9]2[CH:10]=[C:11]3[C:16](=[CH:17][CH:18]=2)[C:15](=[O:19])[C:14](=[CH:30][C:20]2[C:29]4[C:24](=[CH:25][CH:26]=[CH:27][CH:28]=4)[CH:23]=[CH:22][CH:21]=2)[CH2:13][CH2:12]3)[CH:5]=[CH:4][N:3]=[CH:2]1, predict the reactants needed to synthesize it. The reactants are: [N:1]1([CH2:6][CH2:7][O:8][C:9]2[CH:10]=[C:11]3[C:16](=[CH:17][CH:18]=2)[C:15](=[O:19])[CH2:14][CH2:13][CH2:12]3)[CH:5]=[CH:4][N:3]=[CH:2]1.[C:20]1([CH:30]=O)[C:29]2[C:24](=[CH:25][CH:26]=[CH:27][CH:28]=2)[CH:23]=[CH:22][CH:21]=1. (4) The reactants are: [N:1]([C:4]1[CH:5]=[C:6]([CH:27]=[CH:28][C:29]=1[CH3:30])[C:7]([NH:9][C:10]1[CH:15]=[C:14]([C:16]([CH3:19])([CH3:18])[CH3:17])[CH:13]=[C:12]([NH:20][S:21]([CH3:24])(=[O:23])=[O:22])[C:11]=1[O:25][CH3:26])=[O:8])=[N+:2]=[N-:3].[C:31]([C:33]1[CH:34]=[N:35][CH:36]=[CH:37][C:38]=1[CH3:39])#[CH:32]. Given the product [C:16]([C:14]1[CH:13]=[C:12]([NH:20][S:21]([CH3:24])(=[O:22])=[O:23])[C:11]([O:25][CH3:26])=[C:10]([NH:9][C:7](=[O:8])[C:6]2[CH:27]=[CH:28][C:29]([CH3:30])=[C:4]([N:1]3[CH:32]=[C:31]([C:33]4[CH:34]=[N:35][CH:36]=[CH:37][C:38]=4[CH3:39])[N:3]=[N:2]3)[CH:5]=2)[CH:15]=1)([CH3:18])([CH3:19])[CH3:17], predict the reactants needed to synthesize it. (5) Given the product [OH:38][C:36]([C:35]([F:40])([F:39])[F:34])=[O:37].[NH2:8][C@H:12]([CH2:13][F:14])[C@@H:11]([C:15]1[CH:16]=[CH:17][C:18]([C:21]2[CH:22]=[N:23][C:24]([CH:27]([CH:29]([CH3:31])[CH3:30])[NH2:28])=[CH:25][CH:26]=2)=[CH:19][CH:20]=1)[OH:10], predict the reactants needed to synthesize it. The reactants are: C(OC([N:8]1[C@@H:12]([CH2:13][F:14])[C@@H:11]([C:15]2[CH:20]=[CH:19][C:18]([C:21]3[CH:22]=[N:23][C:24]([CH:27]([CH:29]([CH3:31])[CH3:30])[NH2:28])=[CH:25][CH:26]=3)=[CH:17][CH:16]=2)[O:10]C1(C)C)=O)(C)(C)C.[F:34][C:35]([F:40])([F:39])[C:36]([OH:38])=[O:37]. (6) Given the product [CH:22]([N:20]1[C:19](=[O:25])[CH:18]=[CH:17][C:16]([C:6]2[C:7]([C:10]3[CH:15]=[CH:14][CH:13]=[CH:12][CH:11]=3)=[N:8][CH:9]=[C:4]([C:1]3[N:30]([CH3:32])[N:37]=[CH:36][CH:2]=3)[CH:5]=2)=[N:21]1)([CH3:24])[CH3:23], predict the reactants needed to synthesize it. The reactants are: [C:1]([C:4]1[CH:5]=[C:6]([C:16]2[CH:17]=[CH:18][C:19](=[O:25])[N:20]([CH:22]([CH3:24])[CH3:23])[N:21]=2)[C:7]([C:10]2[CH:15]=[CH:14][CH:13]=[CH:12][CH:11]=2)=[N:8][CH:9]=1)(=O)[CH3:2].COOC(OOC)[N:30]([CH3:32])C.[CH3:36][NH:37]N. (7) Given the product [CH3:10][CH2:11][CH2:3][CH2:4][CH2:5][CH3:6].[C:34]([O:37][CH2:38][CH3:39])(=[O:36])[CH3:35], predict the reactants needed to synthesize it. The reactants are: CN[C:3]1[CH:11]=[CH:10][C:6](C(Cl)=O)=[CH:5][C:4]=1S(N1CCOCC1)(=O)=O.C(N(CC)CC)C.CCCCCC.[C:34]([O:37][CH2:38][CH3:39])(=[O:36])[CH3:35].